From a dataset of Forward reaction prediction with 1.9M reactions from USPTO patents (1976-2016). Predict the product of the given reaction. Given the reactants [O:1]=[C:2]1[CH2:7][CH2:6][CH:5]([NH:8][C:9](=[O:18])[O:10][CH2:11][C:12]2[CH:17]=[CH:16][CH:15]=[CH:14][CH:13]=2)[CH2:4][CH2:3]1.[CH3:19][Si](C)(C)[N-][Si](C)(C)C.[Li+].IC, predict the reaction product. The product is: [CH3:19][N:8]([CH:5]1[CH2:6][CH2:7][C:2](=[O:1])[CH2:3][CH2:4]1)[C:9](=[O:18])[O:10][CH2:11][C:12]1[CH:13]=[CH:14][CH:15]=[CH:16][CH:17]=1.